From a dataset of Forward reaction prediction with 1.9M reactions from USPTO patents (1976-2016). Predict the product of the given reaction. (1) Given the reactants [CH3:1][C@@H:2]1[CH2:6][CH2:5][CH2:4][N:3]1[CH2:7][CH2:8][C:9]1[CH:14]=[CH:13][C:12]([C:15]2[CH:20]=[CH:19][C:18]([C:21]3([C:26](O)=[O:27])[CH2:25][CH2:24][CH2:23][CH2:22]3)=[CH:17][CH:16]=2)=[CH:11][CH:10]=1.Cl.[NH2:30][CH2:31][CH2:32][CH2:33][C:34]([O:36][CH3:37])=[O:35].CN(C(ON1N=NC2C=CC=NC1=2)=[N+](C)C)C.F[P-](F)(F)(F)(F)F.Cl, predict the reaction product. The product is: [CH3:1][C@@H:2]1[CH2:6][CH2:5][CH2:4][N:3]1[CH2:7][CH2:8][C:9]1[CH:14]=[CH:13][C:12]([C:15]2[CH:16]=[CH:17][C:18]([C:21]3([C:26]([NH:30][CH2:31][CH2:32][CH2:33][C:34]([O:36][CH3:37])=[O:35])=[O:27])[CH2:25][CH2:24][CH2:23][CH2:22]3)=[CH:19][CH:20]=2)=[CH:11][CH:10]=1. (2) Given the reactants [C:1]([O:5][C:6]([N:8]1[CH2:13][CH2:12][NH:11][CH2:10][CH2:9]1)=[O:7])([CH3:4])([CH3:3])[CH3:2].C(=O)([O-])[O-].[K+].[K+].[F:20][C:21]1[CH:26]=[CH:25][CH:24]=[C:23](F)[C:22]=1[N+:28]([O-:30])=[O:29], predict the reaction product. The product is: [C:1]([O:5][C:6]([N:8]1[CH2:13][CH2:12][N:11]([C:23]2[CH:24]=[CH:25][CH:26]=[C:21]([F:20])[C:22]=2[N+:28]([O-:30])=[O:29])[CH2:10][CH2:9]1)=[O:7])([CH3:4])([CH3:2])[CH3:3].